Dataset: NCI-60 drug combinations with 297,098 pairs across 59 cell lines. Task: Regression. Given two drug SMILES strings and cell line genomic features, predict the synergy score measuring deviation from expected non-interaction effect. (1) Drug 1: CC12CCC(CC1=CCC3C2CCC4(C3CC=C4C5=CN=CC=C5)C)O. Drug 2: C1=CC(=CC=C1C#N)C(C2=CC=C(C=C2)C#N)N3C=NC=N3. Cell line: RPMI-8226. Synergy scores: CSS=29.4, Synergy_ZIP=3.24, Synergy_Bliss=2.50, Synergy_Loewe=-16.4, Synergy_HSA=-1.05. (2) Drug 1: CC12CCC3C(C1CCC2=O)CC(=C)C4=CC(=O)C=CC34C. Drug 2: CCN(CC)CCNC(=O)C1=C(NC(=C1C)C=C2C3=C(C=CC(=C3)F)NC2=O)C. Cell line: RPMI-8226. Synergy scores: CSS=60.8, Synergy_ZIP=1.05, Synergy_Bliss=1.03, Synergy_Loewe=-1.51, Synergy_HSA=-2.23. (3) Drug 1: CC1=C(C(CCC1)(C)C)C=CC(=CC=CC(=CC(=O)O)C)C. Drug 2: C1=NNC2=C1C(=O)NC=N2. Cell line: HOP-62. Synergy scores: CSS=-6.07, Synergy_ZIP=-1.12, Synergy_Bliss=-6.46, Synergy_Loewe=-8.13, Synergy_HSA=-7.42. (4) Synergy scores: CSS=30.6, Synergy_ZIP=-14.5, Synergy_Bliss=-16.6, Synergy_Loewe=-23.4, Synergy_HSA=-16.2. Drug 2: C1CCC(C(C1)N)N.C(=O)(C(=O)[O-])[O-].[Pt+4]. Drug 1: CCCCC(=O)OCC(=O)C1(CC(C2=C(C1)C(=C3C(=C2O)C(=O)C4=C(C3=O)C=CC=C4OC)O)OC5CC(C(C(O5)C)O)NC(=O)C(F)(F)F)O. Cell line: KM12. (5) Drug 1: CC(C)(C#N)C1=CC(=CC(=C1)CN2C=NC=N2)C(C)(C)C#N. Drug 2: C1=NC2=C(N=C(N=C2N1C3C(C(C(O3)CO)O)F)Cl)N. Cell line: NCI/ADR-RES. Synergy scores: CSS=10.1, Synergy_ZIP=-0.758, Synergy_Bliss=-0.503, Synergy_Loewe=-24.8, Synergy_HSA=-6.33. (6) Drug 1: C1CC(=O)NC(=O)C1N2CC3=C(C2=O)C=CC=C3N. Synergy scores: CSS=0.118, Synergy_ZIP=-4.28, Synergy_Bliss=-6.33, Synergy_Loewe=-2.06, Synergy_HSA=-2.01. Cell line: KM12. Drug 2: C1=CC(=CC=C1CCCC(=O)O)N(CCCl)CCCl. (7) Drug 1: C1=CC=C(C=C1)NC(=O)CCCCCCC(=O)NO. Drug 2: CC1C(C(CC(O1)OC2CC(CC3=C2C(=C4C(=C3O)C(=O)C5=CC=CC=C5C4=O)O)(C(=O)C)O)N)O. Cell line: OVCAR3. Synergy scores: CSS=57.9, Synergy_ZIP=-4.68, Synergy_Bliss=-2.39, Synergy_Loewe=-1.77, Synergy_HSA=-0.209.